This data is from Forward reaction prediction with 1.9M reactions from USPTO patents (1976-2016). The task is: Predict the product of the given reaction. (1) Given the reactants [NH2:1][C:2]1[CH:7]=[CH:6][C:5]([Cl:8])=[CH:4][C:3]=1[C@@:9]([OH:19])([C:14]#[C:15][CH:16]1[CH2:18][CH2:17]1)[C:10]([F:13])([F:12])[F:11].Cl[C:21](Cl)([O:23]C(=O)OC(Cl)(Cl)Cl)Cl.C(=O)(O)[O-].[K+], predict the reaction product. The product is: [CH:6]1[C:5]([Cl:8])=[CH:4][C:3]2[C@:9]([C:10]([F:13])([F:11])[F:12])([C:14]#[C:15][CH:16]3[CH2:18][CH2:17]3)[O:19][C:21]([NH:1][C:2]=2[CH:7]=1)=[O:23]. (2) Given the reactants [C:1]([O:5][C:6]([N:8]1[CH2:13][CH2:12][CH:11]([NH2:14])[CH2:10][CH2:9]1)=[O:7])([CH3:4])([CH3:3])[CH3:2].[CH3:15][C:16]1[C:23]([N+:24]([O-:26])=[O:25])=[CH:22][C:21]([CH3:27])=[CH:20][C:17]=1[CH:18]=O.[BH4-].[Na+].C(O)(=O)C, predict the reaction product. The product is: [C:1]([O:5][C:6]([N:8]1[CH2:13][CH2:12][CH:11]([NH:14][CH2:18][C:17]2[CH:20]=[C:21]([CH3:27])[CH:22]=[C:23]([N+:24]([O-:26])=[O:25])[C:16]=2[CH3:15])[CH2:10][CH2:9]1)=[O:7])([CH3:4])([CH3:2])[CH3:3]. (3) Given the reactants [F:1][C:2]1[CH:10]=[C:9]2[C:5]([C:6]([CH:11]=[O:12])=[CH:7][NH:8]2)=[CH:4][CH:3]=1.[C:13](O[C:13]([O:15][C:16]([CH3:19])([CH3:18])[CH3:17])=[O:14])([O:15][C:16]([CH3:19])([CH3:18])[CH3:17])=[O:14], predict the reaction product. The product is: [F:1][C:2]1[CH:10]=[C:9]2[C:5]([C:6]([CH:11]=[O:12])=[CH:7][N:8]2[C:13]([O:15][C:16]([CH3:19])([CH3:18])[CH3:17])=[O:14])=[CH:4][CH:3]=1. (4) The product is: [OH:1][C:2]1[C:7](=[O:8])[NH:6][C:5]([CH2:9][C:10]2([C:15]3[CH:16]=[CH:17][CH:18]=[CH:19][CH:20]=3)[CH2:11][CH2:12][CH2:13][CH2:14]2)=[N:4][C:3]=1[C:21]([NH2:27])=[O:23]. Given the reactants [OH:1][C:2]1[C:3]([C:21]([O:23]C)=O)=[N:4][C:5]([CH2:9][C:10]2([C:15]3[CH:20]=[CH:19][CH:18]=[CH:17][CH:16]=3)[CH2:14][CH2:13][CH2:12][CH2:11]2)=[N:6][C:7]=1[OH:8].CO.[NH3:27], predict the reaction product. (5) Given the reactants [Br:1][C:2]1[CH:3]=[CH:4][CH:5]=[C:6]2[C:10]=1[NH:9][C:8]([CH3:11])=[CH:7]2.[Al](Cl)(CC)CC.[C:18](Cl)([CH3:20])=[O:19].C([O-])([O-])=O.[Cs+].[Cs+].[Cl:28][CH2:29][CH2:30][CH2:31]I, predict the reaction product. The product is: [Br:1][C:2]1[CH:3]=[CH:4][CH:5]=[C:6]2[C:10]=1[N:9]([CH2:31][CH2:30][CH2:29][Cl:28])[C:8]([CH3:11])=[C:7]2[C:18](=[O:19])[CH3:20]. (6) Given the reactants [F:1]/[C:2](/[C:17]1[CH:21]=[C:20]([CH3:22])[NH:19][N:18]=1)=[CH:3]\[C:4]1[CH:9]=[CH:8][C:7]([C:10]([CH3:16])([CH3:15])[C:11]([F:14])([F:13])[F:12])=[CH:6][CH:5]=1.Br[CH2:24][C:25]1[CH:26]=[C:27]([C:31]([F:35])([F:34])[CH2:32][OH:33])[CH:28]=[CH:29][CH:30]=1, predict the reaction product. The product is: [F:34][C:31]([F:35])([C:27]1[CH:28]=[CH:29][CH:30]=[C:25]([CH2:24][N:19]2[C:20]([CH3:22])=[CH:21][C:17](/[C:2](/[F:1])=[CH:3]/[C:4]3[CH:9]=[CH:8][C:7]([C:10]([CH3:16])([CH3:15])[C:11]([F:14])([F:13])[F:12])=[CH:6][CH:5]=3)=[N:18]2)[CH:26]=1)[CH2:32][OH:33]. (7) Given the reactants [CH2:1]([C@H:8]([CH2:12][C:13]([O:15]C(C)(C)C)=[O:14])[C:9]([OH:11])=O)[C:2]1[CH:7]=[CH:6][CH:5]=[CH:4][CH:3]=1.[Cl:20][C:21]1[CH:22]=[CH:23][C:24]([C:34]2[CH:35]=[N:36][C:37]([O:41][CH3:42])=[C:38]([Cl:40])[CH:39]=2)=[C:25]([C:27]2[N:28]=[C:29]([NH:32][CH3:33])[S:30][CH:31]=2)[CH:26]=1.BrC1C=C(Cl)C(OC)=NC=1.[Br:53][C:54]1[CH:59]=[CH:58][C:57]([Cl:60])=[CH:56][C:55]=1[C:61]1[N:62]=[C:63]([NH:66][CH3:67])[S:64][CH:65]=1, predict the reaction product. The product is: [CH2:1]([C@@H:8]([C:9]([N:32]([C:29]1[S:30][CH:31]=[C:27]([C:25]2[CH:26]=[C:21]([Cl:20])[CH:22]=[CH:23][C:24]=2[C:34]2[CH:35]=[N:36][C:37]([O:41][CH3:42])=[C:38]([Cl:40])[CH:39]=2)[N:28]=1)[CH3:33])=[O:11])[CH2:12][C:13]([OH:15])=[O:14])[C:2]1[CH:3]=[CH:4][CH:5]=[CH:6][CH:7]=1.[Br:53][C:54]1[CH:59]=[CH:58][C:57]([Cl:60])=[CH:56][C:55]=1[C:61]1[N:62]=[C:63]([NH:66][CH3:67])[S:64][CH:65]=1. (8) Given the reactants [F:1][C:2]([F:17])([F:16])[CH2:3][O:4][C:5]1[C:9]([O:10][CH2:11][C:12]([F:15])([F:14])[F:13])=[CH:8][S:7][CH:6]=1.[CH3:18][O:19][C:20](C1SC([C:20]([O:19][CH3:18])=[O:21])=C(O)C=1O)=[O:21].S1C=CC=C1.C1C=CC(P(C2C=CC=CC=2)C2C=CC=CC=2)=CC=1.C[CH2:58][O:59][C:60](/N=N/[C:60]([O:59][CH2:58]C)=[O:61])=[O:61], predict the reaction product. The product is: [CH3:18][O:19][C:20]([C:6]1[S:7][C:8]([C:60]([O:59][CH3:58])=[O:61])=[C:9]([O:10][CH2:11][C:12]([F:15])([F:14])[F:13])[C:5]=1[O:4][CH2:3][C:2]([F:1])([F:16])[F:17])=[O:21]. (9) Given the reactants Cl.Cl[CH2:3][C:4]1[O:8][C:7]([CH3:9])=[N:6][C:5]=1[CH3:10].C(N(CC)CC)C.[N-:18]=[N+:19]=[N-:20].[Li+].C(OCC)(=O)C, predict the reaction product. The product is: [N:18]([CH2:3][C:4]1[O:8][C:7]([CH3:9])=[N:6][C:5]=1[CH3:10])=[N+:19]=[N-:20].